Dataset: Forward reaction prediction with 1.9M reactions from USPTO patents (1976-2016). Task: Predict the product of the given reaction. (1) Given the reactants [CH:1]1([NH2:4])[CH2:3][CH2:2]1.C(O)(=O)C.[C:9]([C:13]1[CH:18]=[CH:17][N:16]=[CH:15][CH:14]=1)(=O)[CH2:10][CH3:11].C([BH3-])#N.[Na+], predict the reaction product. The product is: [CH:1]1([NH:4][CH:9]([C:13]2[CH:18]=[CH:17][N:16]=[CH:15][CH:14]=2)[CH2:10][CH3:11])[CH2:3][CH2:2]1. (2) The product is: [N:18]1[CH:19]=[CH:20][CH:21]=[C:16]([C:14]([NH:13][C:10]2[CH:11]=[CH:12][C:7]([C:6]([NH:5][C@H:4]([C:3]([OH:34])=[O:2])[CH2:30][CH2:31][S:32][CH3:33])=[O:29])=[C:8]([C:22]3[CH:27]=[CH:26][CH:25]=[CH:24][C:23]=3[CH3:28])[CH:9]=2)=[O:15])[CH:17]=1. Given the reactants C[O:2][C:3](=[O:34])[C@H:4]([CH2:30][CH2:31][S:32][CH3:33])[NH:5][C:6](=[O:29])[C:7]1[CH:12]=[CH:11][C:10]([NH:13][C:14]([C:16]2[CH:17]=[N:18][CH:19]=[CH:20][CH:21]=2)=[O:15])=[CH:9][C:8]=1[C:22]1[CH:27]=[CH:26][CH:25]=[CH:24][C:23]=1[CH3:28].O[Li].O, predict the reaction product. (3) Given the reactants [C:1]([C:3]1[CH:8]=[CH:7][C:6]([CH2:9][OH:10])=[CH:5][CH:4]=1)#[CH:2].O[C:12]1[CH:19]=[CH:18][C:17]([N+:20]([O-:22])=[O:21])=[CH:16][C:13]=1[CH:14]=[O:15].C(=O)([O-])[O-].[K+].[K+].O, predict the reaction product. The product is: [C:1]([C:3]1[CH:8]=[CH:7][C:6]([CH2:9][O:10][C:12]2[CH:19]=[CH:18][C:17]([N+:20]([O-:22])=[O:21])=[CH:16][C:13]=2[CH:14]=[O:15])=[CH:5][CH:4]=1)#[CH:2].